Regression/Classification. Given a drug SMILES string, predict its absorption, distribution, metabolism, or excretion properties. Task type varies by dataset: regression for continuous measurements (e.g., permeability, clearance, half-life) or binary classification for categorical outcomes (e.g., BBB penetration, CYP inhibition). Dataset: cyp2c9_veith. From a dataset of CYP2C9 inhibition data for predicting drug metabolism from PubChem BioAssay. (1) The molecule is Cc1cc(C=O)c(C)n1-c1ccc(NC2CCCC2)c([N+](=O)[O-])c1. The result is 0 (non-inhibitor). (2) The molecule is O=S1(=O)C=C(SCc2cccc(Cl)c2)Nc2ccccc21. The result is 1 (inhibitor). (3) The molecule is COc1ccc(-c2nc3cnc(N(C)C)nc3n(Cc3cccs3)c2=O)cc1. The result is 0 (non-inhibitor). (4) The compound is S=C(Nc1cccc(Cl)c1)NC1CCCCC1. The result is 0 (non-inhibitor). (5) The molecule is Cc1ccc(C)c(N2CCN(C(=O)c3ccc4nc(-c5ccco5)c(-c5ccco5)nc4c3)CC2)c1. The result is 1 (inhibitor). (6) The drug is S=C(Nc1ccccc1)Nc1ccccc1C#Cc1ccccc1. The result is 1 (inhibitor). (7) The molecule is COC(=O)CSC(C(=O)Nc1ccc(C)c(C)c1)c1ccccc1. The result is 1 (inhibitor).